From a dataset of Forward reaction prediction with 1.9M reactions from USPTO patents (1976-2016). Predict the product of the given reaction. (1) Given the reactants C[O:2][C:3]1[CH:4]=[C:5]2[C:10](=[CH:11][CH:12]=1)[C:9](=[O:13])[N:8]([C:14]1[CH:19]=[CH:18][C:17]([C:20]([F:23])([F:22])[F:21])=[CH:16][CH:15]=1)[CH:7]=[C:6]2[C:24]1[CH:29]=[CH:28][C:27]([C:30]([F:33])([F:32])[F:31])=[CH:26][CH:25]=1.B(Br)(Br)Br, predict the reaction product. The product is: [OH:2][C:3]1[CH:4]=[C:5]2[C:10](=[CH:11][CH:12]=1)[C:9](=[O:13])[N:8]([C:14]1[CH:15]=[CH:16][C:17]([C:20]([F:21])([F:22])[F:23])=[CH:18][CH:19]=1)[CH:7]=[C:6]2[C:24]1[CH:29]=[CH:28][C:27]([C:30]([F:33])([F:31])[F:32])=[CH:26][CH:25]=1. (2) Given the reactants [OH-].[Na+].C([O:5][C:6](=[O:38])[C:7]1[CH:12]=[CH:11][C:10]([O:13][C:14]2[CH:19]=[CH:18][C:17]([C:20]3[CH:25]=[C:24]([NH:26][C:27]4[N:32]=[C:31]([C:33]([F:36])([F:35])[F:34])[CH:30]=[CH:29][N:28]=4)[CH:23]=[C:22]([CH3:37])[CH:21]=3)=[CH:16][N:15]=2)=[CH:9][CH:8]=1)C.C1COCC1.Cl, predict the reaction product. The product is: [CH3:37][C:22]1[CH:21]=[C:20]([C:17]2[CH:18]=[CH:19][C:14]([O:13][C:10]3[CH:11]=[CH:12][C:7]([C:6]([OH:38])=[O:5])=[CH:8][CH:9]=3)=[N:15][CH:16]=2)[CH:25]=[C:24]([NH:26][C:27]2[N:32]=[C:31]([C:33]([F:36])([F:34])[F:35])[CH:30]=[CH:29][N:28]=2)[CH:23]=1.